From a dataset of Full USPTO retrosynthesis dataset with 1.9M reactions from patents (1976-2016). Predict the reactants needed to synthesize the given product. (1) Given the product [CH3:12][O:13][CH2:14][O:1][C:2]1[CH:9]=[CH:8][C:5]([CH:6]=[O:7])=[CH:4][CH:3]=1, predict the reactants needed to synthesize it. The reactants are: [OH:1][C:2]1[CH:9]=[CH:8][C:5]([CH:6]=[O:7])=[CH:4][CH:3]=1.[H-].[Na+].[CH2:12](Cl)[O:13][CH3:14].O. (2) Given the product [Cl:1][C:2]1[C:3]([N:8]2[CH:12]=[C:11]([I:15])[CH:10]=[C:9]2[CH:13]=[O:14])=[N:4][CH:5]=[CH:6][CH:7]=1, predict the reactants needed to synthesize it. The reactants are: [Cl:1][C:2]1[C:3]([N:8]2[CH:12]=[CH:11][CH:10]=[C:9]2[CH:13]=[O:14])=[N:4][CH:5]=[CH:6][CH:7]=1.[I:15]N1C(=O)CCC1=O.O.